Task: Regression. Given a peptide amino acid sequence and an MHC pseudo amino acid sequence, predict their binding affinity value. This is MHC class I binding data.. Dataset: Peptide-MHC class I binding affinity with 185,985 pairs from IEDB/IMGT (1) The peptide sequence is YRTLGVFRY. The MHC is HLA-B15:01 with pseudo-sequence HLA-B15:01. The binding affinity (normalized) is 0.0847. (2) The peptide sequence is TLVDICFWS. The MHC is HLA-A02:03 with pseudo-sequence HLA-A02:03. The binding affinity (normalized) is 0.562.